From a dataset of Forward reaction prediction with 1.9M reactions from USPTO patents (1976-2016). Predict the product of the given reaction. (1) The product is: [CH2:11]([O:10][C:7]1[CH:8]=[CH:9][C:4]([C:3]([OH:20])=[O:2])=[CH:5][C:6]=1[O:18][CH3:19])[C:12]1[CH:13]=[CH:14][CH:15]=[CH:16][CH:17]=1. Given the reactants C[O:2][C:3](=[O:20])[C:4]1[CH:9]=[CH:8][C:7]([O:10][CH2:11][C:12]2[CH:17]=[CH:16][CH:15]=[CH:14][CH:13]=2)=[C:6]([O:18][CH3:19])[CH:5]=1, predict the reaction product. (2) Given the reactants Br[C:2]1[C:3]([F:12])=[CH:4][C:5]2[NH:10][CH2:9][CH2:8][O:7][C:6]=2[CH:11]=1.[CH3:13][N:14](C=O)C, predict the reaction product. The product is: [F:12][C:3]1[C:2]([C:13]#[N:14])=[CH:11][C:6]2[O:7][CH2:8][CH2:9][NH:10][C:5]=2[CH:4]=1. (3) Given the reactants [Br:1][CH:2]([CH2:17][CH2:18]Br)[C:3]([NH:5][CH2:6][C:7]1[CH:12]=[CH:11][C:10]([C:13]([F:16])([F:15])[F:14])=[CH:9][CH:8]=1)=[O:4].[H-].[Na+], predict the reaction product. The product is: [Br:1][CH:2]1[CH2:17][CH2:18][N:5]([CH2:6][C:7]2[CH:12]=[CH:11][C:10]([C:13]([F:16])([F:15])[F:14])=[CH:9][CH:8]=2)[C:3]1=[O:4].